Predict the product of the given reaction. From a dataset of Forward reaction prediction with 1.9M reactions from USPTO patents (1976-2016). (1) Given the reactants [Cl:1][C:2]1[CH:3]=[C:4]([CH:25]=[CH:26][C:27]=1[Cl:28])[O:5][C:6]1[CH:11]=[CH:10][CH:9]=[CH:8][C:7]=1[NH:12][S:13]([C:16]1[CH:24]=[CH:23][C:19]([C:20](O)=[O:21])=[CH:18][CH:17]=1)(=[O:15])=[O:14].[N:29]1([CH2:35][C:36]([NH:38][C:39]2[CH:44]=[CH:43][CH:42]=[CH:41][N:40]=2)=[O:37])[CH2:34][CH2:33][NH:32][CH2:31][CH2:30]1, predict the reaction product. The product is: [Cl:1][C:2]1[CH:3]=[C:4]([CH:25]=[CH:26][C:27]=1[Cl:28])[O:5][C:6]1[CH:11]=[CH:10][CH:9]=[CH:8][C:7]=1[NH:12][S:13]([C:16]1[CH:24]=[CH:23][C:19]([C:20]([N:32]2[CH2:33][CH2:34][N:29]([CH2:35][C:36]([NH:38][C:39]3[CH:44]=[CH:43][CH:42]=[CH:41][N:40]=3)=[O:37])[CH2:30][CH2:31]2)=[O:21])=[CH:18][CH:17]=1)(=[O:15])=[O:14]. (2) Given the reactants [CH3:1][C:2]([CH3:6])([OH:5])[C:3]#[N:4].[Cl:7][CH2:8][CH2:9]O.CC(C)=O, predict the reaction product. The product is: [Cl:7][CH2:8][CH2:9][O:5][C:2]([CH3:6])([CH3:1])[C:3]#[N:4]. (3) Given the reactants B(Br)(Br)Br.C[O:6][C:7]1[C:12]2[O:13][CH:14]([CH3:18])[C:15](=[O:17])[NH:16][C:11]=2[CH:10]=[C:9]([CH:19]=[O:20])[CH:8]=1, predict the reaction product. The product is: [OH:6][C:7]1[C:12]2[O:13][CH:14]([CH3:18])[C:15](=[O:17])[NH:16][C:11]=2[CH:10]=[C:9]([CH:19]=[O:20])[CH:8]=1.